This data is from Reaction yield outcomes from USPTO patents with 853,638 reactions. The task is: Predict the reaction yield, written as a fraction of the theoretical maximum amount of product (1.0 means a 100% yield; for example, 0.34 means a 34% yield). (1) The reactants are N[C:2]1[S:3][C:4]([C:25]2[CH:30]=[CH:29][N:28]=[C:27]([Cl:31])[N:26]=2)=[C:5]([C:7]2[CH:8]=[C:9]([NH:13][S:14]([C:17]3[C:22]([F:23])=[CH:21][CH:20]=[CH:19][C:18]=3[F:24])(=[O:16])=[O:15])[CH:10]=[CH:11][CH:12]=2)[N:6]=1.C(ON=O)(C)(C)C. The catalyst is C1COCC1.CCOC(C)=O. The product is [Cl:31][C:27]1[N:26]=[C:25]([C:4]2[S:3][CH:2]=[N:6][C:5]=2[C:7]2[CH:8]=[C:9]([NH:13][S:14]([C:17]3[C:18]([F:24])=[CH:19][CH:20]=[CH:21][C:22]=3[F:23])(=[O:16])=[O:15])[CH:10]=[CH:11][CH:12]=2)[CH:30]=[CH:29][N:28]=1. The yield is 0.650. (2) The reactants are Cl.[CH3:2][O:3][C:4](=[O:14])[C@H:5]([CH2:7][C:8]1[CH:13]=[CH:12][CH:11]=[CH:10][CH:9]=1)[NH2:6].[OH:15][C:16]1[CH:21]=[CH:20][C:19]([C:22]2[CH:27]=[CH:26][C:25]([C:28](O)=[O:29])=[CH:24][CH:23]=2)=[CH:18][CH:17]=1.Cl.C(N=C=NCCCN(C)C)C.ON1C2C=CC=CC=2N=N1.C(N(CC)CC)C. The catalyst is ClCCl. The product is [CH3:2][O:3][C:4](=[O:14])[CH:5]([NH:6][C:28]([C:25]1[CH:24]=[CH:23][C:22]([C:19]2[CH:20]=[CH:21][C:16]([OH:15])=[CH:17][CH:18]=2)=[CH:27][CH:26]=1)=[O:29])[CH2:7][C:8]1[CH:13]=[CH:12][CH:11]=[CH:10][CH:9]=1. The yield is 0.900.